This data is from Full USPTO retrosynthesis dataset with 1.9M reactions from patents (1976-2016). The task is: Predict the reactants needed to synthesize the given product. (1) Given the product [CH3:1][O:2][C:3](=[O:17])[NH:4][C:5]1[S:6][C:7]2[C:13]([C:23]3[CH2:28][CH2:27][CH2:26][CH2:25][CH:24]=3)=[CH:12][CH:11]=[C:10]([O:15][CH3:16])[C:8]=2[N:9]=1, predict the reactants needed to synthesize it. The reactants are: [CH3:1][O:2][C:3](=[O:17])[NH:4][C:5]1[S:6][C:7]2[C:13](I)=[CH:12][CH:11]=[C:10]([O:15][CH3:16])[C:8]=2[N:9]=1.C([Sn](CCCC)(CCCC)[C:23]1[CH2:28][CH2:27][CH2:26][CH2:25][CH:24]=1)CCC.O1C=CC=C1P(C1OC=CC=1)C1OC=CC=1. (2) Given the product [C:3]([CH2:5][CH2:6][C:7]1[N:11]([CH2:12][C:13]2[CH:30]=[CH:29][C:16]3/[C:17](=[CH:26]/[C:27]#[N:28])/[C:18]4[CH:25]=[CH:24][CH:23]=[CH:22][C:19]=4[CH2:20][CH2:21][C:15]=3[CH:14]=2)[C:10]2[CH:31]=[C:32]([C:36]3[CH:37]=[CH:38][CH:39]=[CH:40][CH:41]=3)[CH:33]=[C:34]([CH3:35])[C:9]=2[N:8]=1)([OH:4])=[O:2], predict the reactants needed to synthesize it. The reactants are: C[O:2][C:3]([CH2:5][CH2:6][C:7]1[N:11]([CH2:12][C:13]2[CH:30]=[CH:29][C:16]3/[C:17](=[CH:26]/[C:27]#[N:28])/[C:18]4[CH:25]=[CH:24][CH:23]=[CH:22][C:19]=4[CH2:20][CH2:21][C:15]=3[CH:14]=2)[C:10]2[CH:31]=[C:32]([C:36]3[CH:41]=[CH:40][CH:39]=[CH:38][CH:37]=3)[CH:33]=[C:34]([CH3:35])[C:9]=2[N:8]=1)=[O:4].[OH-].[Na+]. (3) Given the product [Cl:35][C:9]1[CH:10]=[C:11]2[N:16]=[C:15]([O:17][C@H:18]3[C@H:22]4[O:23][CH2:24][C@@H:25]([OH:26])[C@H:21]4[O:20][CH2:19]3)[N:14]([CH2:27][O:28][CH2:29][CH2:30][Si:31]([CH3:34])([CH3:33])[CH3:32])[C:12]2=[N:13][C:8]=1[C:5]1[CH:6]=[CH:7][C:2]([N:50]2[CH2:51][CH2:52][S:47](=[N:46][C:43](=[O:45])[CH3:44])(=[O:53])[CH2:48][CH2:49]2)=[CH:3][CH:4]=1, predict the reactants needed to synthesize it. The reactants are: Br[C:2]1[CH:7]=[CH:6][C:5]([C:8]2[N:13]=[C:12]3[N:14]([CH2:27][O:28][CH2:29][CH2:30][Si:31]([CH3:34])([CH3:33])[CH3:32])[C:15]([O:17][C@H:18]4[C@H:22]5[O:23][CH2:24][C@@H:25]([OH:26])[C@H:21]5[O:20][CH2:19]4)=[N:16][C:11]3=[CH:10][C:9]=2[Cl:35])=[CH:4][CH:3]=1.FC(F)(F)C(O)=O.[C:43]([N:46]=[S:47]1(=[O:53])[CH2:52][CH2:51][NH:50][CH2:49][CH2:48]1)(=[O:45])[CH3:44].CC(C)([O-])C.[Na+].C(O)(C)(C)C.[Na]. (4) Given the product [NH:15]1[C:23]2[C:18](=[CH:19][CH:20]=[CH:21][CH:22]=2)[C:17]([CH:1]2[C:10]3[C:5](=[CH:6][CH:7]=[CH:8][CH:9]=3)[CH2:4][CH2:3][N:2]2[C:11](=[O:13])[CH3:12])=[CH:16]1, predict the reactants needed to synthesize it. The reactants are: [CH:1]1[C:10]2[C:5](=[CH:6][CH:7]=[CH:8][CH:9]=2)[CH2:4][CH2:3][N:2]=1.[C:11](Cl)(=[O:13])[CH3:12].[NH:15]1[C:23]2[C:18](=[CH:19][CH:20]=[CH:21][CH:22]=2)[CH:17]=[CH:16]1.C(N(CC)CC)C. (5) Given the product [N:1]1([NH:7][C:8]([C:10]2[C:14]([CH3:15])=[C:13]([C:16]3[CH:17]=[CH:18][C:19]([OH:22])=[CH:20][CH:21]=3)[N:12]([C:30]3[CH:35]=[CH:34][C:33]([Cl:36])=[CH:32][C:31]=3[Cl:37])[N:11]=2)=[O:9])[CH2:6][CH2:5][O:4][CH2:3][CH2:2]1, predict the reactants needed to synthesize it. The reactants are: [N:1]1([NH:7][C:8]([C:10]2[C:14]([CH3:15])=[C:13]([C:16]3[CH:21]=[CH:20][C:19]([O:22]CC4C=CC=CC=4)=[CH:18][CH:17]=3)[N:12]([C:30]3[CH:35]=[CH:34][C:33]([Cl:36])=[CH:32][C:31]=3[Cl:37])[N:11]=2)=[O:9])[CH2:6][CH2:5][O:4][CH2:3][CH2:2]1.B(Br)(Br)Br.O. (6) Given the product [CH2:1]([N:8]1[CH2:13][CH2:12][C:11]([CH3:25])([C:14]2[CH:19]=[CH:18][CH:17]=[C:16]([C:20]3[O:24][CH:23]=[N:22][CH:21]=3)[CH:15]=2)[CH:10]([CH3:26])[CH2:9]1)[CH2:2][CH2:3][CH2:4][CH2:5][CH3:6], predict the reactants needed to synthesize it. The reactants are: [C:1]([N:8]1[CH2:13][CH2:12][C:11]([CH3:25])([C:14]2[CH:19]=[CH:18][CH:17]=[C:16]([C:20]3[O:24][CH:23]=[N:22][CH:21]=3)[CH:15]=2)[CH:10]([CH3:26])[CH2:9]1)(=O)[CH2:2][CH2:3][CH2:4][CH2:5][CH3:6].[H-].[Al+3].[Li+].[H-].[H-].[H-].